Dataset: Catalyst prediction with 721,799 reactions and 888 catalyst types from USPTO. Task: Predict which catalyst facilitates the given reaction. (1) Reactant: [CH3:1][O:2][C:3]1[CH:4]=[C:5]([OH:9])[CH:6]=[CH:7][CH:8]=1.[H-].[Na+].[CH3:12][O:13][CH2:14]Br.O. Product: [CH3:1][O:2][C:3]1[CH:8]=[CH:7][CH:6]=[C:5]([O:9][CH2:12][O:13][CH3:14])[CH:4]=1. The catalyst class is: 7. (2) Reactant: [CH3:1][C:2]1[CH:6]=[C:5]([CH:7]([OH:9])[CH3:8])[O:4][N:3]=1.C1COCC1.[Li+].C[Si]([N-][Si](C)(C)C)(C)C.F[C:26]1[CH:31]=[C:30]([F:32])[CH:29]=[CH:28][C:27]=1[N+:33]([O-:35])=[O:34]. Product: [F:32][C:30]1[CH:29]=[CH:28][C:27]([N+:33]([O-:35])=[O:34])=[C:26]([CH:31]=1)[O:9][CH:7]([C:5]1[O:4][N:3]=[C:2]([CH3:1])[CH:6]=1)[CH3:8]. The catalyst class is: 238. (3) Reactant: Cl.O1CCOCC1.[C:8]([C:10]1[CH:53]=[CH:52][C:13]2[N:14](COCC[Si](C)(C)C)[C:15]([CH:17]([C:23]3[C:31]([CH3:32])=[CH:30][C:29]([CH3:33])=[C:28]4[C:24]=3[CH:25]=[CH:26][N:27]4[S:34]([C:37]3[CH:43]=[CH:42][C:40]([CH3:41])=[CH:39][CH:38]=3)(=[O:36])=[O:35])[C:18]([O:20][CH2:21][CH3:22])=[O:19])=[N:16][C:12]=2[CH:11]=1)#[N:9].C(C1C=CC2N=C(C(C3C(C)=CC(C)=C4C=3C=CN4S(C3C=CC(C)=CC=3)(=O)=O)C(OCC)=O)N(COCC[Si](C)(C)C)C=2C=1)#N. Product: [C:8]([C:10]1[CH:53]=[CH:52][C:13]2[NH:14][C:15]([CH:17]([C:23]3[C:31]([CH3:32])=[CH:30][C:29]([CH3:33])=[C:28]4[C:24]=3[CH:25]=[CH:26][N:27]4[S:34]([C:37]3[CH:38]=[CH:39][C:40]([CH3:41])=[CH:42][CH:43]=3)(=[O:36])=[O:35])[C:18]([O:20][CH2:21][CH3:22])=[O:19])=[N:16][C:12]=2[CH:11]=1)#[N:9]. The catalyst class is: 14. (4) Reactant: [OH:1][CH2:2][CH2:3][C:4]#[C:5][C:6]1[CH:7]=[C:8]([CH:12]=[CH:13][CH:14]=1)[C:9]([OH:11])=[O:10].C(N(CC)CC)C.[CH3:22][S:23](O[S:23]([CH3:22])(=[O:25])=[O:24])(=[O:25])=[O:24]. Product: [CH3:22][S:23]([O:1][CH2:2][CH2:3][C:4]#[C:5][C:6]1[CH:7]=[C:8]([CH:12]=[CH:13][CH:14]=1)[C:9]([OH:11])=[O:10])(=[O:25])=[O:24]. The catalyst class is: 4. (5) Reactant: [C:1]([OH:15])(=[O:14])[CH2:2][O:3][CH2:4][CH2:5][O:6][CH2:7][CH2:8][O:9][CH2:10][C:11]([OH:13])=O.C1(N=C=NC2CCCCC2)CCCCC1.[Cl-].[CH2:32]([O:39][C:40]([NH:42][CH2:43][CH2:44][NH2+:45][CH2:46][CH2:47][NH:48][C:49]([O:51][CH2:52][C:53]1[CH:58]=[CH:57][CH:56]=[CH:55][CH:54]=1)=[O:50])=[O:41])[C:33]1[CH:38]=[CH:37][CH:36]=[CH:35][CH:34]=1.CN(C)C(N(C)C)=N. The catalyst class is: 120. Product: [CH2:32]([O:39][C:40]([NH:42][CH2:43][CH2:44][N:45]([CH2:46][CH2:47][NH:48][C:49]([O:51][CH2:52][C:53]1[CH:54]=[CH:55][CH:56]=[CH:57][CH:58]=1)=[O:50])[C:11]([CH2:10][O:9][CH2:8][CH2:7][O:6][CH2:5][CH2:4][O:3][CH2:2][C:1]([OH:15])=[O:14])=[O:13])=[O:41])[C:33]1[CH:34]=[CH:35][CH:36]=[CH:37][CH:38]=1. (6) The catalyst class is: 2. Reactant: [Br:1][C:2]1[CH:11]=[CH:10][C:5]([C:6]([NH:8][NH2:9])=O)=[C:4]([F:12])[CH:3]=1.[CH3:13]OC(OC)N(C)C.[NH2:21][CH2:22][C@@H:23]1[CH2:27][CH2:26][N:25]([C:28]([O:30][C:31]([CH3:34])([CH3:33])[CH3:32])=[O:29])[CH2:24]1. Product: [Br:1][C:2]1[CH:11]=[CH:10][C:5]([C:6]2[N:21]([CH2:22][C@@H:23]3[CH2:27][CH2:26][N:25]([C:28]([O:30][C:31]([CH3:34])([CH3:33])[CH3:32])=[O:29])[CH2:24]3)[CH:13]=[N:9][N:8]=2)=[C:4]([F:12])[CH:3]=1. (7) Reactant: [Cl:1][C:2]1[C:10]2[N:9]=[N:8][N:7]([CH2:11][CH:12]3[CH2:14][CH2:13]3)[C:6]=2[CH:5]=[CH:4][C:3]=1[OH:15].C(N(CC)C(C)C)(C)C.[F:25][C:26]([F:39])([F:38])[S:27](O[S:27]([C:26]([F:39])([F:38])[F:25])(=[O:29])=[O:28])(=[O:29])=[O:28].[Cl-].[NH4+]. Product: [F:25][C:26]([F:39])([F:38])[S:27]([O:15][C:3]1[CH:4]=[CH:5][C:6]2[N:7]([CH2:11][CH:12]3[CH2:14][CH2:13]3)[N:8]=[N:9][C:10]=2[C:2]=1[Cl:1])(=[O:29])=[O:28]. The catalyst class is: 4. (8) Reactant: O[C:2]1[N:7]=[C:6]([C:8]2[CH:9]=[C:10]([P:14]([C:21]3[CH:26]=[CH:25][CH:24]=[CH:23][CH:22]=3)[C:15]3[CH:20]=[CH:19][CH:18]=[CH:17][CH:16]=3)[CH:11]=[CH:12][CH:13]=2)[CH:5]=[CH:4][N:3]=1.P(Cl)(Cl)[Cl:28]. Product: [Cl:28][C:2]1[N:7]=[C:6]([C:8]2[CH:9]=[C:10]([P:14]([C:21]3[CH:26]=[CH:25][CH:24]=[CH:23][CH:22]=3)[C:15]3[CH:20]=[CH:19][CH:18]=[CH:17][CH:16]=3)[CH:11]=[CH:12][CH:13]=2)[CH:5]=[CH:4][N:3]=1. The catalyst class is: 22. (9) The catalyst class is: 4. Product: [CH3:5][O:6][C:7](=[O:33])[C@H:8]([NH:22][C:23]([O:25][CH2:26][C:27]1[CH:32]=[CH:31][CH:30]=[CH:29][CH:28]=1)=[O:24])[CH2:9][C:10]1[C:11]([CH2:20][Cl:3])=[C:12]2[C:16](=[C:17]([Cl:19])[CH:18]=1)[NH:15][N:14]=[CH:13]2. Reactant: S(Cl)([Cl:3])=O.[CH3:5][O:6][C:7](=[O:33])[C@H:8]([NH:22][C:23]([O:25][CH2:26][C:27]1[CH:32]=[CH:31][CH:30]=[CH:29][CH:28]=1)=[O:24])[CH2:9][C:10]1[C:11]([CH2:20]O)=[C:12]2[C:16](=[C:17]([Cl:19])[CH:18]=1)[NH:15][N:14]=[CH:13]2.